From a dataset of Reaction yield outcomes from USPTO patents with 853,638 reactions. Predict the reaction yield, written as a fraction of the theoretical maximum amount of product (1.0 means a 100% yield; for example, 0.34 means a 34% yield). (1) The reactants are Br[C:2]1[C:6]2[CH:7]=[C:8]3[C:13](=[CH:14][C:5]=2[N:4]([C:16]([C:29]2[CH:34]=[CH:33][CH:32]=[CH:31][CH:30]=2)([C:23]2[CH:28]=[CH:27][CH:26]=[CH:25][CH:24]=2)[C:17]2[CH:22]=[CH:21][CH:20]=[CH:19][CH:18]=2)[N:3]=1)[NH:12][C:11](=[O:15])[CH:10]=[CH:9]3.B(O)(O)[C:36]1[CH:41]=[CH:40][N:39]=[C:38]([CH3:42])[CH:37]=1.C([O-])([O-])=O.[K+].[K+]. The catalyst is O1CCOCC1.O.C1C=CC(P(C2C=CC=CC=2)[C-]2C=CC=C2)=CC=1.C1C=CC(P(C2C=CC=CC=2)[C-]2C=CC=C2)=CC=1.Cl[Pd]Cl.[Fe+2]. The product is [CH3:42][C:38]1[CH:37]=[C:36]([C:2]2[C:6]3[CH:7]=[C:8]4[C:13](=[CH:14][C:5]=3[N:4]([C:16]([C:29]3[CH:34]=[CH:33][CH:32]=[CH:31][CH:30]=3)([C:23]3[CH:28]=[CH:27][CH:26]=[CH:25][CH:24]=3)[C:17]3[CH:22]=[CH:21][CH:20]=[CH:19][CH:18]=3)[N:3]=2)[NH:12][C:11](=[O:15])[CH:10]=[CH:9]4)[CH:41]=[CH:40][N:39]=1. The yield is 0.640. (2) The reactants are [OH:1][CH:2]([CH3:22])[CH2:3][N:4]([CH2:18][CH:19]([OH:21])[CH3:20])[S:5]([C:8]1[CH:13]=[CH:12][C:11]([NH:14]C(=O)C)=[CH:10][CH:9]=1)(=[O:7])=[O:6].[N:23]([O-])=O.[Na+].[CH2:27]([N:31]1[C:36]([OH:37])=[C:35](C)[C:34]([CH3:39])=[C:33]([C:40]#[N:41])[C:32]1=[O:42])[CH2:28][CH2:29][CH3:30].OP([O-])([O-])=O.[K+].[K+].C([O-])(O)=O.[Na+]. The catalyst is Cl.O.S(=O)(=O)(O)N. The product is [CH2:27]([N:31]1[C:32](=[O:42])[C:33]([C:40]#[N:41])=[C:34]([CH3:39])[C:35]([N:23]=[N:14][C:11]2[CH:10]=[CH:9][C:8]([S:5]([N:4]([CH2:3][CH:2]([OH:1])[CH3:22])[CH2:18][CH:19]([OH:21])[CH3:20])(=[O:6])=[O:7])=[CH:13][CH:12]=2)=[C:36]1[OH:37])[CH2:28][CH2:29][CH3:30]. The yield is 0.710.